The task is: Predict the reactants needed to synthesize the given product.. This data is from Full USPTO retrosynthesis dataset with 1.9M reactions from patents (1976-2016). (1) Given the product [I:24][C:21]1[CH:22]=[CH:23][C:18]([C:15]2[CH:16]=[CH:17][CH:12]=[CH:13][C:14]=2[N:4]([C:1](=[O:3])[CH3:2])[C:5]2[CH:10]=[CH:9][CH:8]=[CH:7][CH:6]=2)=[CH:19][CH:20]=1, predict the reactants needed to synthesize it. The reactants are: [C:1]([NH:4][C:5]1[CH:10]=[CH:9][CH:8]=[CH:7][CH:6]=1)(=[O:3])[CH3:2].I[C:12]1[CH:17]=[CH:16][C:15]([C:18]2[CH:23]=[CH:22][C:21]([I:24])=[CH:20][CH:19]=2)=[CH:14][CH:13]=1.C(=O)([O-])[O-].[K+].[K+].CCCCCCCCCCCC. (2) The reactants are: [NH2:1][C:2]1[CH:7]=[CH:6][C:5]([C:8]2[CH:13]=[CH:12][C:11]([C:14]([F:17])([F:16])[F:15])=[CH:10][CH:9]=2)=[CH:4][C:3]=1[CH2:18][NH:19][CH2:20][C:21]([O:23]CC)=O.O.ON1C2C=CC=CC=2N=N1. Given the product [F:17][C:14]([F:16])([F:15])[C:11]1[CH:10]=[CH:9][C:8]([C:5]2[CH:6]=[CH:7][C:2]3[NH:1][C:21](=[O:23])[CH2:20][NH:19][CH2:18][C:3]=3[CH:4]=2)=[CH:13][CH:12]=1, predict the reactants needed to synthesize it. (3) Given the product [Cl:82][C:78]1[CH:74]=[N:75][NH:76][C:77]=1[C:79]([N:4]1[CH2:5][CH2:6][C@H:7]([O:8][C:9]2[CH:16]=[CH:15][C:14]([C:17]3[N:22]=[C:21]([NH:23][C:24]4[CH:29]=[CH:28][C:27]([N:30]5[CH2:31][CH2:32][N:33]([CH:36]6[CH2:39][O:38][CH2:37]6)[CH2:34][CH2:35]5)=[CH:26][CH:25]=4)[N:20]=[CH:19][N:18]=3)=[CH:13][C:10]=2[C:11]#[N:12])[C@H:2]([F:1])[CH2:3]1)=[O:81], predict the reactants needed to synthesize it. The reactants are: [F:1][C@H:2]1[C@@H:7]([O:8][C:9]2[CH:16]=[CH:15][C:14]([C:17]3[N:22]=[C:21]([NH:23][C:24]4[CH:29]=[CH:28][C:27]([N:30]5[CH2:35][CH2:34][N:33]([CH:36]6[CH2:39][O:38][CH2:37]6)[CH2:32][CH2:31]5)=[CH:26][CH:25]=4)[N:20]=[CH:19][N:18]=3)=[CH:13][C:10]=2[C:11]#[N:12])[CH2:6][CH2:5][NH:4][CH2:3]1.C(N(CC)C(C)C)(C)C.CN(C(ON1N=NC2C=CC=NC1=2)=[N+](C)C)C.F[P-](F)(F)(F)(F)F.C[C:74]1[CH:78]=[C:77]([C:79]([OH:81])=O)[NH:76][N:75]=1.[Cl:82]CCl. (4) Given the product [C:57]([Si:54]([CH3:56])([CH3:55])[O:53][C@H:52]([C:61]1[CH:70]=[CH:69][C:68]([OH:71])=[C:67]2[C:62]=1[CH:63]=[CH:64][C:65](=[O:72])[NH:66]2)[CH2:51][NH:50][CH2:1][C:3]1[C:8]([CH3:9])=[CH:7][C:6]([NH:10][C:11]([CH2:13][CH2:14][CH2:15][CH2:16][N:17]([CH3:44])[C:18]([CH2:20][CH2:21][N:22]2[CH2:27][CH2:26][CH:25]([O:28][C:29](=[O:43])[NH:30][C:31]3[CH:36]=[CH:35][CH:34]=[CH:33][C:32]=3[C:37]3[CH:42]=[CH:41][CH:40]=[CH:39][CH:38]=3)[CH2:24][CH2:23]2)=[O:19])=[O:12])=[C:5]([CH3:45])[CH:4]=1)([CH3:60])([CH3:59])[CH3:58], predict the reactants needed to synthesize it. The reactants are: [CH:1]([C:3]1[C:8]([CH3:9])=[CH:7][C:6]([NH:10][C:11]([CH2:13][CH2:14][CH2:15][CH2:16][N:17]([CH3:44])[C:18]([CH2:20][CH2:21][N:22]2[CH2:27][CH2:26][CH:25]([O:28][C:29](=[O:43])[NH:30][C:31]3[CH:36]=[CH:35][CH:34]=[CH:33][C:32]=3[C:37]3[CH:42]=[CH:41][CH:40]=[CH:39][CH:38]=3)[CH2:24][CH2:23]2)=[O:19])=[O:12])=[C:5]([CH3:45])[CH:4]=1)=O.C(O)(=O)C.[NH2:50][CH2:51][C@@H:52]([C:61]1[CH:70]=[CH:69][C:68]([OH:71])=[C:67]2[C:62]=1[CH:63]=[CH:64][C:65](=[O:72])[NH:66]2)[O:53][Si:54]([C:57]([CH3:60])([CH3:59])[CH3:58])([CH3:56])[CH3:55].C(O[BH-](OC(=O)C)OC(=O)C)(=O)C.[Na+].[OH-].[Na+]. (5) Given the product [C:40]([O:39][C:37](=[O:38])[NH:24][CH:25]([CH2:26][C:27]1[CH:28]=[CH:29][C:30]([Cl:33])=[CH:31][CH:32]=1)[C:34]([N:8]1[CH2:13][CH2:12][N:11]([C:14]2[C:15]3[S:22][C:21]([CH3:23])=[CH:20][C:16]=3[N:17]=[CH:18][N:19]=2)[CH2:10][CH2:9]1)=[O:36])([CH3:43])([CH3:42])[CH3:41], predict the reactants needed to synthesize it. The reactants are: C([N:8]1[CH2:13][CH2:12][N:11]([C:14]2[C:15]3[S:22][C:21]([CH3:23])=[CH:20][C:16]=3[N:17]=[CH:18][N:19]=2)[CH2:10][CH2:9]1)C1C=CC=CC=1.[NH:24]([C:37]([O:39][C:40]([CH3:43])([CH3:42])[CH3:41])=[O:38])[C@@H:25]([C:34]([OH:36])=O)[CH2:26][C:27]1[CH:32]=[CH:31][C:30]([Cl:33])=[CH:29][CH:28]=1.C1C=CC2N(O)N=NC=2C=1.CCN=C=NCCCN(C)C.